This data is from Forward reaction prediction with 1.9M reactions from USPTO patents (1976-2016). The task is: Predict the product of the given reaction. (1) Given the reactants C1COCC1.[F:6][C:7]1[CH:8]=[C:9]([CH:12]=[C:13]([F:16])[C:14]=1[F:15])[CH:10]=O.C[Si]([C:21]#[N:22])(C)C.[NH3:23], predict the reaction product. The product is: [NH2:23][CH:10]([C:9]1[CH:8]=[C:7]([F:6])[C:14]([F:15])=[C:13]([F:16])[CH:12]=1)[C:21]#[N:22]. (2) Given the reactants N[C:2]1[NH:7][C:6](=O)[CH:5]=[C:4](Cl)N=1.[C:10]1([O:16]C2C=CC=CC=2)[CH:15]=[CH:14][CH:13]=[CH:12][CH:11]=1, predict the reaction product. The product is: [NH:7]1[C:2]2[C:4](=[CH:15][CH:10]=[CH:11][CH:12]=2)[CH:5]=[CH:6]1.[C:10]1(=[O:16])[CH2:15][CH2:14][CH2:13][CH2:12][CH2:11]1.